Predict the product of the given reaction. From a dataset of Forward reaction prediction with 1.9M reactions from USPTO patents (1976-2016). (1) The product is: [CH:32]([N:1]([CH3:35])[C@@H:2]1[CH2:7][CH2:6][C@H:5]([N:8]2[CH2:12][CH2:11][C@H:10]([NH:13][C:14](=[O:23])[O:15][CH2:16][C:17]3[CH:22]=[CH:21][CH:20]=[CH:19][CH:18]=3)[C:9]2=[O:24])[C@H:4]([CH2:25][S:26]([CH2:29][CH3:30])(=[O:28])=[O:27])[CH2:3]1)([CH3:34])[CH3:31]. Given the reactants [NH2:1][C@@H:2]1[CH2:7][CH2:6][C@H:5]([N:8]2[CH2:12][CH2:11][C@H:10]([NH:13][C:14](=[O:23])[O:15][CH2:16][C:17]3[CH:22]=[CH:21][CH:20]=[CH:19][CH:18]=3)[C:9]2=[O:24])[C@H:4]([CH2:25][S:26]([CH2:29][CH3:30])(=[O:28])=[O:27])[CH2:3]1.[CH3:31][C:32]([CH3:34])=O.[C:35]([BH3-])#N.[Na+].C=O, predict the reaction product. (2) Given the reactants [CH2:1](F)[O:2][CH:3]([C:8]([F:11])([F:10])[F:9])[C:4]([F:7])([F:6])[F:5].[F-].[K+].[F:15][C:16]([F:24])([F:23])[CH:17]([OH:22])[C:18]([F:21])([F:20])[F:19].[Cl-].[Cl-].[Cl-].[Al+3].O1COCOC1, predict the reaction product. The product is: [CH2:1]([O:22][CH:17]([C:18]([F:21])([F:20])[F:19])[C:16]([F:24])([F:23])[F:15])[O:2][CH:3]([C:8]([F:11])([F:10])[F:9])[C:4]([F:7])([F:6])[F:5]. (3) Given the reactants C1(C)C=CC(S(O)(=O)=O)=CC=1.[CH2:12]([O:19][C:20]([C@@H:22]1[CH2:30][C@H:29]2[C@H:24]([CH2:25][CH2:26][CH2:27][CH2:28]2)[NH:23]1)=[O:21])[C:13]1[CH:18]=[CH:17][CH:16]=[CH:15][CH:14]=1.[CH3:31][CH2:32][CH2:33][C@H:34]([NH:40][C@H:41]([C:43](O)=[O:44])[CH3:42])[C:35]([O:37][CH2:38][CH3:39])=[O:36].ON1C2C=CC=CC=2N=N1.C1(N=C=NC2CCCCC2)CCCCC1, predict the reaction product. The product is: [CH2:38]([O:37][C:35]([C@@H:34]([NH:40][C@@H:41]([CH3:42])[C:43]([N:23]1[C@@H:24]2[C@@H:29]([CH2:28][CH2:27][CH2:26][CH2:25]2)[CH2:30][C@H:22]1[C:20]([O:19][CH2:12][C:13]1[CH:14]=[CH:15][CH:16]=[CH:17][CH:18]=1)=[O:21])=[O:44])[CH2:33][CH2:32][CH3:31])=[O:36])[CH3:39].